The task is: Predict the reactants needed to synthesize the given product.. This data is from Full USPTO retrosynthesis dataset with 1.9M reactions from patents (1976-2016). (1) Given the product [CH3:44][O:43][C:37]1[CH:36]=[C:35]([CH:40]=[CH:39][C:38]=1[O:41][CH3:42])[O:34][C@@H:27]([C:28]1[CH:33]=[CH:32][CH:31]=[CH:30][CH:29]=1)[CH2:26][CH2:25][N:21]1[CH2:20][CH:19]=[C:18]([C:15]2[CH:16]=[CH:17][C:12]([N+:9]([O-:11])=[O:10])=[CH:13][CH:14]=2)[CH2:23][CH2:22]1, predict the reactants needed to synthesize it. The reactants are: C(=O)([O-])[O-].[K+].[K+].[I-].[Na+].[N+:9]([C:12]1[CH:17]=[CH:16][C:15]([C:18]2[CH2:19][CH2:20][NH:21][CH2:22][CH:23]=2)=[CH:14][CH:13]=1)([O-:11])=[O:10].Cl[CH2:25][CH2:26][C@@H:27]([O:34][C:35]1[CH:40]=[CH:39][C:38]([O:41][CH3:42])=[C:37]([O:43][CH3:44])[CH:36]=1)[C:28]1[CH:33]=[CH:32][CH:31]=[CH:30][CH:29]=1. (2) The reactants are: ON1C2C=C[CH:9]=[CH:10][C:5]=2N=N1.Cl.[CH3:12]N(C)CCCN=C=NCC.[OH:23][CH2:24][C:25]1[CH:26]=[CH:27][C:28]2[N:32]=[C:31]3[S:33][C:34]([C:36]([OH:38])=O)=[CH:35][N:30]3[C:29]=2[CH:39]=1.[OH-].[Na+].[CH3:42][N:43]([CH:45]=O)C. Given the product [OH:23][CH2:24][C:25]1[CH:26]=[CH:27][C:28]2[N:32]=[C:31]3[S:33][C:34]([C:36]([N:43]([CH3:42])[CH2:45][C:10]([CH3:9])([CH3:5])[CH3:12])=[O:38])=[CH:35][N:30]3[C:29]=2[CH:39]=1, predict the reactants needed to synthesize it.